From a dataset of Full USPTO retrosynthesis dataset with 1.9M reactions from patents (1976-2016). Predict the reactants needed to synthesize the given product. (1) Given the product [CH3:7][C:18]1[CH:19]=[CH:14][C:15]([S:20]([O:5][CH2:4][C@H:3]([O:2][CH3:1])[CH3:6])(=[O:21])=[O:22])=[CH:16][CH:17]=1, predict the reactants needed to synthesize it. The reactants are: [CH3:1][O:2][C@H:3]([CH3:6])[CH2:4][OH:5].[CH3:7]CN(CC)CC.[C:14]1(C)[C:15]([S:20](Cl)(=[O:22])=[O:21])=[CH:16][CH:17]=[CH:18][CH:19]=1. (2) Given the product [F:13][C:3]1[CH:4]=[C:5]([CH2:8][C:9]([O:11][CH3:12])=[O:10])[CH:6]=[CH:7][C:2]=1[B:17]1[O:18][C:19]([CH3:21])([CH3:20])[C:15]([CH3:31])([CH3:14])[O:16]1, predict the reactants needed to synthesize it. The reactants are: Br[C:2]1[CH:7]=[CH:6][C:5]([CH2:8][C:9]([O:11][CH3:12])=[O:10])=[CH:4][C:3]=1[F:13].[CH3:14][C:15]1([CH3:31])[C:19]([CH3:21])([CH3:20])[O:18][B:17]([B:17]2[O:18][C:19]([CH3:21])([CH3:20])[C:15]([CH3:31])([CH3:14])[O:16]2)[O:16]1.C([O-])(=O)C.[K+]. (3) Given the product [C:20]([CH2:19][C:18]1[N:8]2[CH:9]=[C:10]([C:26]3[CH:27]=[CH:28][O:24][CH:25]=3)[CH:11]=[C:12]([C:13]([F:16])([F:14])[F:15])[C:7]2=[N:6][C:5]=1[C:3]([OH:2])=[O:4])([OH:22])=[O:21], predict the reactants needed to synthesize it. The reactants are: C[O:2][C:3]([C:5]1[N:6]=[C:7]2[C:12]([C:13]([F:16])([F:15])[F:14])=[CH:11][C:10](Br)=[CH:9][N:8]2[C:18]=1[CH2:19][C:20]([O:22]C)=[O:21])=[O:4].[O:24]1[CH:28]=[CH:27][C:26](B(O)O)=[CH:25]1. (4) Given the product [Cl:3][C:4]1[CH:21]=[CH:20][C:7]([O:8][C:9]2[C:17]3[C:12](=[CH:13][CH:14]=[C:15]([F:18])[CH:16]=3)[N:11]([CH2:26][C:25]([O:24][CH2:22][CH3:23])=[O:28])[C:10]=2[CH3:19])=[CH:6][CH:5]=1, predict the reactants needed to synthesize it. The reactants are: [H-].[Na+].[Cl:3][C:4]1[CH:21]=[CH:20][C:7]([O:8][C:9]2[C:17]3[C:12](=[CH:13][CH:14]=[C:15]([F:18])[CH:16]=3)[NH:11][C:10]=2[CH3:19])=[CH:6][CH:5]=1.[CH2:22]([O:24][C:25](=[O:28])[CH2:26]Br)[CH3:23]. (5) Given the product [Cl:25][C:26]1[N:30]2[CH:31]=[C:32]([C:39]3[CH2:43][CH2:42][CH2:41][CH:40]=3)[CH:33]=[C:34]([C:35]([F:37])([F:38])[F:36])[C:29]2=[N:28][C:27]=1[C:44]([N:48]1[CH2:52][CH:51]=[C:50]([C:53]2[S:54][CH:55]=[CH:56][N:57]=2)[CH2:49]1)=[O:46], predict the reactants needed to synthesize it. The reactants are: CN(C(ON1N=NC2C=CC=NC1=2)=[N+](C)C)C.F[P-](F)(F)(F)(F)F.[Cl:25][C:26]1[N:30]2[CH:31]=[C:32]([C:39]3[CH2:43][CH2:42][CH2:41][CH:40]=3)[CH:33]=[C:34]([C:35]([F:38])([F:37])[F:36])[C:29]2=[N:28][C:27]=1[C:44]([OH:46])=O.Cl.[NH:48]1[CH2:52][CH:51]=[C:50]([C:53]2[S:54][CH:55]=[CH:56][N:57]=2)[CH2:49]1. (6) Given the product [CH2:24]([C:2]1[N:7]2[CH:8]=[N:9][N:10]=[C:6]2[C:5]([N:11]2[CH2:16][CH2:15][N:14]([C:17]([O:19][C:20]([CH3:23])([CH3:22])[CH3:21])=[O:18])[CH2:13][CH2:12]2)=[N:4][CH:3]=1)[CH2:25][CH:26]([CH3:28])[CH3:27], predict the reactants needed to synthesize it. The reactants are: Br[C:2]1[N:7]2[CH:8]=[N:9][N:10]=[C:6]2[C:5]([N:11]2[CH2:16][CH2:15][N:14]([C:17]([O:19][C:20]([CH3:23])([CH3:22])[CH3:21])=[O:18])[CH2:13][CH2:12]2)=[N:4][CH:3]=1.[CH2:24](B(O)O)[CH2:25][CH:26]([CH3:28])[CH3:27].C([O-])([O-])=O.[K+].[K+]. (7) Given the product [F:1][C:2]1[CH:7]=[CH:6][C:5]([C:8]2([OH:21])[CH2:13][CH2:12][N:11]([C:14]3[N:19]=[CH:18][N:17]([CH2:33][C:34]4[S:35][C:36]([C:39]([F:42])([F:41])[F:40])=[CH:37][CH:38]=4)[C:16](=[O:20])[N:15]=3)[CH2:10][CH2:9]2)=[CH:4][CH:3]=1, predict the reactants needed to synthesize it. The reactants are: [F:1][C:2]1[CH:7]=[CH:6][C:5]([C:8]2([OH:21])[CH2:13][CH2:12][N:11]([C:14]3[N:19]=[CH:18][NH:17][C:16](=[O:20])[N:15]=3)[CH2:10][CH2:9]2)=[CH:4][CH:3]=1.CC1C=CC(S(O[CH2:33][C:34]2[S:35][C:36]([C:39]([F:42])([F:41])[F:40])=[CH:37][CH:38]=2)(=O)=O)=CC=1.